From a dataset of Forward reaction prediction with 1.9M reactions from USPTO patents (1976-2016). Predict the product of the given reaction. (1) Given the reactants C(N(CC)CC)C.[C:8]([O:12][C:13](=[O:44])[NH:14][C:15]([C:17]1[S:18][C:19]([S:42][CH3:43])=[C:20]([S:22]([C:25]2[CH:26]=[C:27]([C:31]3[C:36]([NH2:37])=[CH:35][C:34]([N+:38]([O-])=O)=[CH:33][C:32]=3[CH3:41])[CH:28]=[CH:29][CH:30]=2)(=[O:24])=[O:23])[CH:21]=1)=[NH:16])([CH3:11])([CH3:10])[CH3:9].[CH2:45]([O:47][C:48](=[O:62])[CH2:49][CH2:50][CH2:51][CH2:52][CH2:53][CH2:54][CH2:55][CH2:56][CH2:57][CH2:58][C:59](Cl)=[O:60])C.C([O-])(O)=O.[Na+].[NH4+].[Cl-], predict the reaction product. The product is: [CH3:45][O:47][C:48](=[O:62])[CH2:49][CH2:50][CH2:51][CH2:52][CH2:53][CH2:54][CH2:55][CH2:56][CH2:57][CH2:58][C:59](=[O:60])[NH:37][C:36]1[CH:35]=[C:34]([NH2:38])[CH:33]=[C:32]([CH3:41])[C:31]=1[C:27]1[CH:28]=[CH:29][CH:30]=[C:25]([S:22]([C:20]2[CH:21]=[C:17]([C:15]([NH:14][C:13]([O:12][C:8]([CH3:11])([CH3:10])[CH3:9])=[O:44])=[NH:16])[S:18][C:19]=2[S:42][CH3:43])(=[O:24])=[O:23])[CH:26]=1. (2) Given the reactants [OH:1][CH:2]1[C:6]([CH3:8])([CH3:7])[CH2:5][N:4]([C:9]2[CH:10]=[N:11][N:12]3[CH2:17][C@H:16]([CH3:18])[N:15]([C:19](OC(C)(C)C)=[O:20])[CH2:14][C:13]=23)[C:3]1=[O:26].C(O)(C(F)(F)F)=O.CCN(C(C)C)C(C)C.[F:43][C:44]1[CH:45]=[C:46]([NH:52]C(=O)OC2C=CC=CC=2)[CH:47]=[C:48]([F:51])[C:49]=1[F:50], predict the reaction product. The product is: [OH:1][CH:2]1[C:6]([CH3:7])([CH3:8])[CH2:5][N:4]([C:9]2[CH:10]=[N:11][N:12]3[CH2:17][C@H:16]([CH3:18])[N:15]([C:19]([NH:52][C:46]4[CH:45]=[C:44]([F:43])[C:49]([F:50])=[C:48]([F:51])[CH:47]=4)=[O:20])[CH2:14][C:13]=23)[C:3]1=[O:26]. (3) Given the reactants [CH3:1][O:2][C:3]1[C:12]([CH3:13])=[C:11]2[C:6]([C:7]([OH:21])=[N:8][C:9]([C:14]3[CH:19]=[CH:18][CH:17]=[C:16]([CH3:20])[N:15]=3)=[N:10]2)=[CH:5][CH:4]=1.C([O:24][C:25]([C:27]12[CH2:44][CH:43]1[CH:42]=[CH:41][CH2:40][CH2:39][CH2:38][CH2:37][N:36]([CH3:45])[C:35](=[O:46])[N:34]1[CH:30]([CH2:31][CH:32](O)[CH2:33]1)[C:29](=[O:48])[NH:28]2)=[O:26])C, predict the reaction product. The product is: [CH3:1][O:2][C:3]1[C:12]([CH3:13])=[C:11]2[C:6]([C:7]([O:21][CH:32]3[CH2:31][CH:30]4[N:34]([C:35](=[O:46])[N:36]([CH3:45])[CH2:37][CH2:38][CH2:39][CH2:40][CH:41]=[CH:42][CH:43]5[C:27]([C:25]([OH:26])=[O:24])([NH:28][C:29]4=[O:48])[CH2:44]5)[CH2:33]3)=[N:8][C:9]([C:14]3[CH:19]=[CH:18][CH:17]=[C:16]([CH3:20])[N:15]=3)=[N:10]2)=[CH:5][CH:4]=1. (4) Given the reactants [Cl:1][C:2]1[CH:3]=[C:4]([C@@H:9]2[C@@H:13]([NH:14][CH3:15])[CH2:12][N:11]([C:16]([CH:18]3[CH2:23][CH2:22][N:21]([C:24]([C:26]4([CH3:29])[CH2:28][CH2:27]4)=[O:25])[CH2:20][CH2:19]3)=[O:17])[CH2:10]2)[CH:5]=[CH:6][C:7]=1[Cl:8].Cl[C:31]([O:33][CH2:34][C:35]([CH3:38])([CH3:37])[CH3:36])=[O:32], predict the reaction product. The product is: [CH3:36][C:35]([CH3:38])([CH3:37])[CH2:34][O:33][C:31](=[O:32])[N:14]([C@@H:13]1[C@@H:9]([C:4]2[CH:5]=[CH:6][C:7]([Cl:8])=[C:2]([Cl:1])[CH:3]=2)[CH2:10][N:11]([C:16]([CH:18]2[CH2:19][CH2:20][N:21]([C:24]([C:26]3([CH3:29])[CH2:28][CH2:27]3)=[O:25])[CH2:22][CH2:23]2)=[O:17])[CH2:12]1)[CH3:15]. (5) Given the reactants [H-].[Na+].[Br:3][C:4]1[CH:5]=[C:6]([C:10]2[N:14]=[C:13]([CH2:15][CH2:16][CH3:17])[NH:12][N:11]=2)[CH:7]=[CH:8][CH:9]=1.[CH3:18][Si:19]([CH2:22][CH2:23][O:24][CH2:25]Cl)([CH3:21])[CH3:20].[NH4+].[Cl-], predict the reaction product. The product is: [Br:3][C:4]1[CH:5]=[C:6]([C:10]2[N:14]=[C:13]([CH2:15][CH2:16][CH3:17])[N:12]([CH2:25][O:24][CH2:23][CH2:22][Si:19]([CH3:21])([CH3:20])[CH3:18])[N:11]=2)[CH:7]=[CH:8][CH:9]=1. (6) Given the reactants C([O:3][C:4]([C:6]1[C:7](=[O:30])[C:8]([O:22][CH2:23][C:24]2[CH:29]=[CH:28][CH:27]=[CH:26][CH:25]=2)=[C:9]2[C:18](=[O:19])[N:17]3[C@@H:12]([O:13][CH2:14][CH2:15][C@H:16]3[CH3:20])[CH2:11][N:10]2[CH:21]=1)=[O:5])C.CO.O.[OH-].[Li+], predict the reaction product. The product is: [CH3:20][C@@H:16]1[CH2:15][CH2:14][O:13][C@H:12]2[CH2:11][N:10]3[CH:21]=[C:6]([C:4]([OH:5])=[O:3])[C:7](=[O:30])[C:8]([O:22][CH2:23][C:24]4[CH:29]=[CH:28][CH:27]=[CH:26][CH:25]=4)=[C:9]3[C:18](=[O:19])[N:17]12. (7) The product is: [C:1]([C:5]1[CH:10]=[CH:9][C:8]([C:11]2[CH:12]=[CH:13][C:14]([NH2:17])=[CH:15][CH:16]=2)=[CH:7][CH:6]=1)([CH3:4])([CH3:2])[CH3:3]. Given the reactants [C:1]([C:5]1[CH:10]=[CH:9][C:8]([C:11]2[CH:16]=[CH:15][C:14]([N+:17]([O-])=O)=[CH:13][CH:12]=2)=[CH:7][CH:6]=1)([CH3:4])([CH3:3])[CH3:2], predict the reaction product.